Dataset: Forward reaction prediction with 1.9M reactions from USPTO patents (1976-2016). Task: Predict the product of the given reaction. (1) Given the reactants [NH2:1][C:2]1[CH:3]=[C:4]([N:11]2[CH2:16][CH2:15][N:14]([C:17](OC(C)(C)C)=O)[CH2:13][CH2:12]2)[C:5]2[O:9][CH:8]=[CH:7][C:6]=2[CH:10]=1.[CH3:17][N:14]1[CH2:13][CH2:12][N:11]([C:4]2[C:5]3[O:9][CH:8]=[CH:7][C:6]=3[CH:10]=[C:2]([N+:1]([O-])=O)[CH:3]=2)[CH2:16][CH2:15]1.[N+](C1C=C(N2CCN(C(OC(C)(C)C)=O)CC2)C2OC=CC=2C=1)([O-])=O.NN, predict the reaction product. The product is: [CH3:17][N:14]1[CH2:15][CH2:16][N:11]([C:4]2[C:5]3[O:9][CH:8]=[CH:7][C:6]=3[CH:10]=[C:2]([NH2:1])[CH:3]=2)[CH2:12][CH2:13]1. (2) Given the reactants Br[CH:2]=[C:3]1[C:9]2=[N:10][CH:11]=[CH:12][CH:13]=[C:8]2[CH2:7][CH2:6][C:5]2[CH:14]=[CH:15][CH:16]=[CH:17][C:4]1=2.[OH:18][C:19]1[CH:20]=[C:21](B(O)O)[CH:22]=[CH:23][CH:24]=1, predict the reaction product. The product is: [N:10]1[CH:11]=[CH:12][CH:13]=[C:8]2[CH2:7][CH2:6][C:5]3[CH:14]=[CH:15][CH:16]=[CH:17][C:4]=3/[C:3](=[CH:2]\[C:23]3[CH:24]=[C:19]([OH:18])[CH:20]=[CH:21][CH:22]=3)/[C:9]=12. (3) Given the reactants [C:1]([O:5][C:6]([N:8]1[C:16]2[C:11](=[CH:12][CH:13]=[C:14]([O:17][Si](C(C)(C)C)(C)C)[CH:15]=2)[CH:10]=[C:9]1[C:25]1[C:26]2[S:39][C:38]([C:40](C)(C)[O:41][SiH2]C(C)(C)C)=[CH:37][C:27]=2[N:28]([C:30]([O:32][C:33]([CH3:36])([CH3:35])[CH3:34])=[O:31])[N:29]=1)=[O:7])([CH3:4])([CH3:3])[CH3:2].CCCC[N+](CCCC)(CCCC)CCCC.[F-], predict the reaction product. The product is: [C:1]([O:5][C:6]([N:8]1[C:16]2[C:11](=[CH:12][CH:13]=[C:14]([OH:17])[CH:15]=2)[CH:10]=[C:9]1[C:25]1[C:26]2[S:39][C:38]([CH2:40][OH:41])=[CH:37][C:27]=2[N:28]([C:30]([O:32][C:33]([CH3:34])([CH3:35])[CH3:36])=[O:31])[N:29]=1)=[O:7])([CH3:2])([CH3:3])[CH3:4].